Dataset: Reaction yield outcomes from USPTO patents with 853,638 reactions. Task: Predict the reaction yield, written as a fraction of the theoretical maximum amount of product (1.0 means a 100% yield; for example, 0.34 means a 34% yield). The reactants are [CH2:1]([C:8]1([C:11]([OH:13])=O)[CH2:10][CH2:9]1)[C:2]1[CH:7]=[CH:6][CH:5]=[CH:4][CH:3]=1.S(Cl)(Cl)=O.C[Si](C)(C)[O:20][CH:21](O[Si](C)(C)C)CO[Si](C)(C)C. No catalyst specified. The product is [CH2:1]([C:8]1([C:11](=[O:13])[CH2:21][OH:20])[CH2:9][CH2:10]1)[C:2]1[CH:3]=[CH:4][CH:5]=[CH:6][CH:7]=1. The yield is 0.820.